Dataset: Reaction yield outcomes from USPTO patents with 853,638 reactions. Task: Predict the reaction yield, written as a fraction of the theoretical maximum amount of product (1.0 means a 100% yield; for example, 0.34 means a 34% yield). (1) The reactants are [C:1]([C:3]1[CH:8]=[CH:7][CH:6]=[CH:5][C:4]=1[C:9]1[CH:14]=[CH:13][C:12]([CH2:15][CH:16]([C:22](=O)[CH2:23][CH2:24][CH3:25])[C:17](OCC)=[O:18])=[CH:11][CH:10]=1)#[N:2].[O:27]1[CH2:32][CH2:31][CH2:30][CH:29]([NH:33][C:34]2[NH:38][CH:37]=[N:36][N:35]=2)[CH2:28]1. No catalyst specified. The product is [O:18]=[C:17]1[C:16]([CH2:15][C:12]2[CH:13]=[CH:14][C:9]([C:4]3[C:3]([C:1]#[N:2])=[CH:8][CH:7]=[CH:6][CH:5]=3)=[CH:10][CH:11]=2)=[C:22]([CH2:23][CH2:24][CH3:25])[N:35]2[N:36]=[CH:37][N:38]=[C:34]2[N:33]1[CH:29]1[CH2:30][CH2:31][CH2:32][O:27][CH2:28]1. The yield is 0.630. (2) The yield is 0.780. The product is [CH3:16][O:17][CH2:18][CH2:19][NH:20][C:8]1[CH:9]=[CH:10][C:5]([C:4]([O:3][CH2:1][CH3:2])=[O:15])=[CH:6][C:7]=1[N+:12]([O-:14])=[O:13]. The reactants are [CH2:1]([O:3][C:4](=[O:15])[C:5]1[CH:10]=[CH:9][C:8](Cl)=[C:7]([N+:12]([O-:14])=[O:13])[CH:6]=1)[CH3:2].[CH3:16][O:17][CH2:18][CH2:19][NH2:20].C(=O)([O-])O.[Na+]. The catalyst is CS(C)=O. (3) The reactants are Cl.[CH3:2][NH:3][O:4][CH3:5].CCN(C(C)C)C(C)C.C[Al](C)C.[CH3:19][O:20][C:21]1[C:22]([C:38](OC)=[O:39])=[N:23][N:24]([C:28]2[CH:33]=[CH:32][CH:31]=[C:30]([C:34]([F:37])([F:36])[F:35])[CH:29]=2)[C:25](=[O:27])[CH:26]=1. The catalyst is C(Cl)Cl. The product is [CH3:5][O:4][N:3]([CH3:2])[C:38]([C:22]1[C:21]([O:20][CH3:19])=[CH:26][C:25](=[O:27])[N:24]([C:28]2[CH:33]=[CH:32][CH:31]=[C:30]([C:34]([F:36])([F:35])[F:37])[CH:29]=2)[N:23]=1)=[O:39]. The yield is 0.830.